From a dataset of Full USPTO retrosynthesis dataset with 1.9M reactions from patents (1976-2016). Predict the reactants needed to synthesize the given product. (1) The reactants are: [C:1]([NH2:13])(=[O:12])[CH:2]=[CH:3][CH2:4][CH2:5][CH2:6][CH2:7][CH2:8][CH2:9][CH2:10][CH3:11].[C:14]([O-:17])(=O)[CH3:15].[Na+].[C:19](OO)(=O)[CH3:20].S(=O)(O)[O-].[Na+]. Given the product [CH2:1]([NH:13][C:14](=[O:17])[CH2:15][CH2:3][CH2:4][CH2:5][CH2:6][CH2:7][CH2:8][CH2:9][CH:19]=[CH2:20])[CH2:2][NH:13][C:1](=[O:12])[CH2:2][CH2:3][CH2:4][CH2:5][CH2:6][CH2:7][CH2:8][CH2:9][CH:10]=[CH2:11], predict the reactants needed to synthesize it. (2) The reactants are: CC(C)([O-])C.[K+].[Cl:7][C:8]1[CH:9]=[C:10]([OH:15])[C:11](=[CH:13][CH:14]=1)[OH:12].ClC1C=CC([C:23]2C=CC=C[C:24]=2[C:25]([O-])=[O:26])=C([C:23]2C=CC=C[C:24]=2[C:25]([O-])=[O:26])C=1.C(OS(C1C=CC=C([N+]([O-])=O)C=1)(=O)=O)[C@@H]1OC1.[OH-].[Na+]. Given the product [Cl:7][C:8]1[CH:14]=[CH:13][C:11]2[O:12][C@@H:24]([CH2:25][OH:26])[CH2:23][O:15][C:10]=2[CH:9]=1, predict the reactants needed to synthesize it. (3) Given the product [Br:49][C:50]1[N:51]2[C:56]3[N:57]4[CH2:58][CH2:59][C:60]([CH3:87])([O:61][CH2:62][CH2:63][CH2:64][CH2:65][C@H:66]([CH3:84])[O:67][C:68]5[CH:69]=[CH:70][C:71]([F:82])=[CH:72][C:73]=5[C:74]5[CH:81]=[C:78]([C:79]=1[N:80]=[C:52]2[CH:53]=[C:54]([CH3:98])[C:55]=3[C@H:88]([O:93][C:94]([CH3:97])([CH3:96])[CH3:95])[C:89]([O:91][CH3:92])=[O:90])[CH:77]=[CH:76][CH:75]=5)[CH2:85][CH2:86]4, predict the reactants needed to synthesize it. The reactants are: C(O[C@@H](C1C(C)=CC2=NC3=CN2C=1N1CCC(C)(OCCCC[C@H](C)OC2C=CC(F)=CC=2C2C=C3C=CC=2)CC1)C(OC)=O)(C)(C)C.[Br:49][C:50]1[N:51]2[C:56]3[N:57]4[CH2:86][CH2:85][C:60]([CH3:87])([O:61][CH2:62][CH2:63][CH2:64][CH2:65][C@H:66]([CH3:84])[O:67][C:68]5[CH:69]=[C:70](C)[C:71]([F:82])=[CH:72][C:73]=5[C:74]5[CH:81]=[C:78]([C:79]=1[N:80]=[C:52]2[CH:53]=[C:54]([CH3:98])[C:55]=3[C@H:88]([O:93][C:94]([CH3:97])([CH3:96])[CH3:95])[C:89]([O:91][CH3:92])=[O:90])[CH:77]=[CH:76][CH:75]=5)[CH2:59][CH2:58]4. (4) Given the product [C:19]([C@@H:23]1[CH2:24][CH2:25][C@H:26]([NH:29][C:2]2[C:11]3[C:6](=[CH:7][CH:8]=[CH:9][CH:10]=3)[C:5]([CH2:12][C:13]3[CH:18]=[CH:17][N:16]=[CH:15][CH:14]=3)=[N:4][N:3]=2)[CH2:27][CH2:28]1)([CH3:22])([CH3:20])[CH3:21], predict the reactants needed to synthesize it. The reactants are: Cl[C:2]1[C:11]2[C:6](=[CH:7][CH:8]=[CH:9][CH:10]=2)[C:5]([CH2:12][C:13]2[CH:18]=[CH:17][N:16]=[CH:15][CH:14]=2)=[N:4][N:3]=1.[C:19]([CH:23]1[CH2:28][CH2:27][CH:26]([NH2:29])[CH2:25][CH2:24]1)([CH3:22])([CH3:21])[CH3:20].C(=O)([O-])O.[Na+]. (5) Given the product [I:1][C:2]1[CH:7]=[CH:6][C:5]([C@H:8]2[C@H:13]([C:14]([OH:16])=[O:15])[CH2:12][CH2:11][O:10][CH2:9]2)=[CH:4][CH:3]=1, predict the reactants needed to synthesize it. The reactants are: [I:1][C:2]1[CH:7]=[CH:6][C:5]([C@H:8]2[C@H:13]([C:14]([O:16]CC)=[O:15])[CH2:12][CH2:11][O:10][CH2:9]2)=[CH:4][CH:3]=1.[OH-].[Na+]. (6) Given the product [C:12]1([CH2:11][N:1]2[CH:5]=[CH:4][N:3]=[N:2]2)[C:21]2[C:16](=[CH:17][CH:18]=[CH:19][CH:20]=2)[CH:15]=[CH:14][CH:13]=1.[C:12]1([CH2:11][N:2]2[N:3]=[CH:4][CH:5]=[N:1]2)[C:21]2[C:16](=[CH:17][CH:18]=[CH:19][CH:20]=2)[CH:15]=[CH:14][CH:13]=1, predict the reactants needed to synthesize it. The reactants are: [NH:1]1[CH:5]=[CH:4][N:3]=[N:2]1.[I-].[Na+].[OH-].[Na+].Cl[CH2:11][C:12]1[C:21]2[C:16](=[CH:17][CH:18]=[CH:19][CH:20]=2)[CH:15]=[CH:14][CH:13]=1. (7) Given the product [CH3:19][O:20][C:21](=[O:22])[O-:23].[CH2:15]([N+:6]([CH2:2][CH2:3][CH2:4][CH3:5])([CH2:7][CH2:8][CH2:9][CH3:10])[CH2:11][CH2:12][CH2:13][CH3:14])[CH2:16][CH2:17][CH3:18], predict the reactants needed to synthesize it. The reactants are: [OH-].[CH2:2]([N+:6]([CH2:15][CH2:16][CH2:17][CH3:18])([CH2:11][CH2:12][CH2:13][CH3:14])[CH2:7][CH2:8][CH2:9][CH3:10])[CH2:3][CH2:4][CH3:5].[CH3:19][O:20][C:21](=[O:23])[O-:22].